This data is from Forward reaction prediction with 1.9M reactions from USPTO patents (1976-2016). The task is: Predict the product of the given reaction. (1) Given the reactants [CH2:1]([O:8][C:9]([N:11]1[C@H:15]([C:16](O)=[O:17])[CH2:14][S:13][C@@H:12]1[C:19]1[CH:20]=[N:21][CH:22]=[CH:23][CH:24]=1)=[O:10])[C:2]1[CH:7]=[CH:6][CH:5]=[CH:4][CH:3]=1.CCN(C(C)C)C(C)C.CN(C(ON1N=NC2C=CC=NC1=2)=[N+](C)C)C.F[P-](F)(F)(F)(F)F.[NH2:58][C:59]1[S:60][CH:61]=[C:62]([C:64]2[CH:75]=[CH:74][C:67]([C:68]([NH:70][CH:71]3[CH2:73][CH2:72]3)=[O:69])=[CH:66][CH:65]=2)[N:63]=1, predict the reaction product. The product is: [CH2:1]([O:8][C:9]([N:11]1[C@H:15]([C:16](=[O:17])[NH:58][C:59]2[S:60][CH:61]=[C:62]([C:64]3[CH:65]=[CH:66][C:67]([C:68](=[O:69])[NH:70][CH:71]4[CH2:73][CH2:72]4)=[CH:74][CH:75]=3)[N:63]=2)[CH2:14][S:13][C@@H:12]1[C:19]1[CH:20]=[N:21][CH:22]=[CH:23][CH:24]=1)=[O:10])[C:2]1[CH:7]=[CH:6][CH:5]=[CH:4][CH:3]=1. (2) Given the reactants [CH3:1][O:2][C:3]([C:5]1[C:6](=[O:22])[O:7][CH:8]([C:16]2[CH:21]=[CH:20][CH:19]=[CH:18][CH:17]=2)[C:9]=1[C:10]1[CH:15]=[CH:14][CH:13]=[CH:12][CH:11]=1)=[O:4].[CH3:23]O, predict the reaction product. The product is: [CH2:1]([O:2][C:3]([C:5]1[C:6](=[O:22])[O:7][CH:8]([C:16]2[CH:21]=[CH:20][CH:19]=[CH:18][CH:17]=2)[C:9]=1[C:10]1[CH:15]=[CH:14][CH:13]=[CH:12][CH:11]=1)=[O:4])[CH3:23]. (3) Given the reactants Br[C:2]1[S:6][C:5]([CH:7]=[O:8])=[CH:4][CH:3]=1.[Br-].[CH2:10]([Zn+])[C:11]1[CH:16]=[CH:15][CH:14]=[CH:13][CH:12]=1, predict the reaction product. The product is: [CH2:10]([C:2]1[S:6][C:5]([CH:7]=[O:8])=[CH:4][CH:3]=1)[C:11]1[CH:16]=[CH:15][CH:14]=[CH:13][CH:12]=1. (4) Given the reactants [NH2:1][C@@H:2]([C@H:4]1[CH2:9][CH2:8][C@H:7]([NH:10][C:11](=[O:15])[C@H:12]([OH:14])[CH3:13])[CH2:6][CH2:5]1)[CH3:3].CN(C=O)C.[F:21][C:22]([F:55])([F:54])[C:23]1[CH:24]=[C:25]2[C:31]([C:32]3[C:37]([C:38]#[N:39])=[CH:36][N:35]=[C:34](S(C)(=O)=O)[N:33]=3)=[CH:30][N:29](S(C3C=CC(C)=CC=3)(=O)=O)[C:26]2=[N:27][CH:28]=1.[OH-].[Li+], predict the reaction product. The product is: [C:38]([C:37]1[C:32]([C:31]2[C:25]3[C:26](=[N:27][CH:28]=[C:23]([C:22]([F:54])([F:21])[F:55])[CH:24]=3)[NH:29][CH:30]=2)=[N:33][C:34]([NH:1][C@@H:2]([C@H:4]2[CH2:5][CH2:6][C@H:7]([NH:10][C:11](=[O:15])[C@H:12]([OH:14])[CH3:13])[CH2:8][CH2:9]2)[CH3:3])=[N:35][CH:36]=1)#[N:39].